From a dataset of Catalyst prediction with 721,799 reactions and 888 catalyst types from USPTO. Predict which catalyst facilitates the given reaction. (1) Reactant: [Cl:1][C:2](Cl)([O:4]C(=O)OC(Cl)(Cl)Cl)Cl.[CH2:13]1[O:18][CH:17]([C:19]2[CH:24]=[CH:23][CH:22]=[CH:21][CH:20]=2)[O:16][CH2:15][CH:14]1[OH:25].N1C=CC=CC=1. Product: [C:2]([Cl:1])(=[O:4])[O:25][CH:14]1[CH2:13][O:18][CH:17]([C:19]2[CH:24]=[CH:23][CH:22]=[CH:21][CH:20]=2)[O:16][CH2:15]1. The catalyst class is: 2. (2) Reactant: [Br:1][C:2]1[CH:11]=[C:10]2[C:5]([C:6](=[O:12])[CH2:7][O:8][CH2:9]2)=[CH:4][CH:3]=1.C[N+:14]1([O-])[CH2:19]COCC1.[CH3:21][Si:22](C#N)([CH3:24])[CH3:23]. Product: [Br:1][C:2]1[CH:11]=[C:10]2[C:5]([C:6]([O:12][Si:22]([CH3:24])([CH3:23])[CH3:21])([C:19]#[N:14])[CH2:7][O:8][CH2:9]2)=[CH:4][CH:3]=1. The catalyst class is: 4.